From a dataset of Reaction yield outcomes from USPTO patents with 853,638 reactions. Predict the reaction yield, written as a fraction of the theoretical maximum amount of product (1.0 means a 100% yield; for example, 0.34 means a 34% yield). (1) The reactants are [OH:1][C@@H:2]1[C@@H:6]([CH3:7])[CH2:5][N:4]([C:8]([O:10][CH2:11][C:12]2[CH:17]=[CH:16][CH:15]=[CH:14][CH:13]=2)=[O:9])[CH2:3]1.[S:18](Cl)([C:21]1[CH:27]=[CH:26][C:24]([CH3:25])=[CH:23][CH:22]=1)(=[O:20])=[O:19]. The catalyst is N1C=CC=CC=1. The product is [CH3:7][C@@H:6]1[C@@H:2]([O:1][S:18]([C:21]2[CH:27]=[CH:26][C:24]([CH3:25])=[CH:23][CH:22]=2)(=[O:20])=[O:19])[CH2:3][N:4]([C:8]([O:10][CH2:11][C:12]2[CH:17]=[CH:16][CH:15]=[CH:14][CH:13]=2)=[O:9])[CH2:5]1. The yield is 0.920. (2) The reactants are [CH3:1][CH2:2][C:3](=O)[CH:4]([CH2:6][CH3:7])[OH:5].[N:9]#[C:10][NH2:11].[O-]CC.[Na+].O. The catalyst is C(O)C. The product is [NH2:11][C:10]1[O:5][C:4]([CH2:6][CH3:7])=[C:3]([CH2:2][CH3:1])[N:9]=1. The yield is 0.297. (3) The reactants are [OH:1][C:2]1[CH:10]=[CH:9][C:8]2[NH:7][C:6]3[CH:11]([CH2:14][C:15]([O:17][CH2:18][CH3:19])=[O:16])[CH2:12][CH2:13][C:5]=3[C:4]=2[CH:3]=1.C(=O)([O-])[O-].[Cs+].[Cs+].Cl[CH2:27][C:28]1[CH:33]=[CH:32][C:31]([CH:34]2[CH2:38][CH2:37][CH2:36][CH2:35]2)=[C:30]([C:39]([F:42])([F:41])[F:40])[CH:29]=1. The catalyst is C(#N)C. The product is [CH:34]1([C:31]2[CH:32]=[CH:33][C:28]([CH2:27][O:1][C:2]3[CH:10]=[CH:9][C:8]4[NH:7][C:6]5[CH:11]([CH2:14][C:15]([O:17][CH2:18][CH3:19])=[O:16])[CH2:12][CH2:13][C:5]=5[C:4]=4[CH:3]=3)=[CH:29][C:30]=2[C:39]([F:40])([F:41])[F:42])[CH2:35][CH2:36][CH2:37][CH2:38]1. The yield is 0.810. (4) The reactants are [C:1]([C:5]1[CH:6]=[C:7]([OH:11])[CH:8]=[CH:9][CH:10]=1)([CH3:4])([CH3:3])[CH3:2].C(N(CC)CC)C.[CH2:19]([S:21](Cl)(=[O:23])=[O:22])[CH3:20]. The catalyst is C1(C)C=CC=CC=1.O. The product is [CH2:19]([S:21]([O:11][C:7]1[CH:8]=[CH:9][CH:10]=[C:5]([C:1]([CH3:4])([CH3:2])[CH3:3])[CH:6]=1)(=[O:23])=[O:22])[CH3:20]. The yield is 0.930. (5) The reactants are [CH:1]([C:4]1[C:5]([O:36][CH3:37])=[N:6][C:7]([CH3:35])=[C:8]([CH2:21][C:22]2([CH2:25][O:26]C3C=CC(OC)=CC=3)[CH2:24][CH2:23]2)[C:9]=1[C:10]([C:12]1[CH:13]=[C:14]([CH:17]=[C:18]([CH3:20])[CH:19]=1)[C:15]#[N:16])=[O:11])([CH3:3])[CH3:2].[N+]([O-])([O-])=O.[Ce+4].[NH4+].[N+]([O-])([O-])=O.[N+]([O-])([O-])=O.[N+]([O-])([O-])=O.[N+]([O-])([O-])=O.O. The catalyst is C(#N)C.C(OCC)(=O)C. The product is [OH:26][CH2:25][C:22]1([CH2:21][C:8]2[C:7]([CH3:35])=[N:6][C:5]([O:36][CH3:37])=[C:4]([CH:1]([CH3:2])[CH3:3])[C:9]=2[C:10]([C:12]2[CH:13]=[C:14]([CH:17]=[C:18]([CH3:20])[CH:19]=2)[C:15]#[N:16])=[O:11])[CH2:23][CH2:24]1. The yield is 0.910. (6) The reactants are [CH3:1][O:2][CH2:3][CH2:4][N:5]1[CH2:9][C@@H:8]([C:10]2[CH:15]=[CH:14][CH:13]=[CH:12][CH:11]=2)[C@H:7](C(O)=O)[CH2:6]1.C1(P([N:33]=[N+]=[N-])(C2C=CC=CC=2)=O)C=CC=CC=1.[CH2:36]([OH:43])[C:37]1[CH:42]=[CH:41][CH:40]=[CH:39][CH:38]=1.CCO[C:47](C)=[O:48]. The catalyst is C1(C)C=CC=CC=1. The product is [CH3:1][O:2][CH2:3][CH2:4][N:5]1[CH2:9][C@@H:8]([C:10]2[CH:11]=[CH:12][CH:13]=[CH:14][CH:15]=2)[C@H:7]([NH:33][C:47](=[O:48])[O:43][CH2:36][C:37]2[CH:42]=[CH:41][CH:40]=[CH:39][CH:38]=2)[CH2:6]1. The yield is 0.430. (7) The reactants are [F:1][C:2]1[CH:3]=[C:4](B(O)O)[CH:5]=[CH:6][C:7]=1[OH:8].I[C:13]1[C:21]2[C:16](=[N:17][CH:18]=[N:19][C:20]=2[NH2:22])[N:15]([CH:23]([CH3:25])[CH3:24])[N:14]=1.C([O-])([O-])=O.[Na+].[Na+]. The catalyst is CCO.COCCOC.C1C=CC([P]([Pd]([P](C2C=CC=CC=2)(C2C=CC=CC=2)C2C=CC=CC=2)([P](C2C=CC=CC=2)(C2C=CC=CC=2)C2C=CC=CC=2)[P](C2C=CC=CC=2)(C2C=CC=CC=2)C2C=CC=CC=2)(C2C=CC=CC=2)C2C=CC=CC=2)=CC=1. The product is [NH2:22][C:20]1[N:19]=[CH:18][N:17]=[C:16]2[N:15]([CH:23]([CH3:25])[CH3:24])[N:14]=[C:13]([C:4]3[CH:5]=[CH:6][C:7]([OH:8])=[C:2]([F:1])[CH:3]=3)[C:21]=12. The yield is 0.270. (8) The reactants are [Br:1][C:2]1[CH:3]=[C:4]2[C:8](=[CH:9][CH:10]=1)[NH:7][CH2:6][CH2:5]2.[N+:11]([O-])([O-:13])=[O:12].[K+].C([O-])([O-])=O.[Na+].[Na+]. The catalyst is OS(O)(=O)=O. The product is [Br:1][C:2]1[CH:3]=[C:4]2[C:8](=[CH:9][C:10]=1[N+:11]([O-:13])=[O:12])[NH:7][CH2:6][CH2:5]2. The yield is 0.760.